Task: Predict the product of the given reaction.. Dataset: Forward reaction prediction with 1.9M reactions from USPTO patents (1976-2016) (1) Given the reactants [CH3:1][O:2][C@:3]([C:13]([F:16])([F:15])[F:14])([C:10]([OH:12])=O)[C:4]1[CH:9]=[CH:8][CH:7]=[CH:6][CH:5]=1.C(N([CH:23]([CH3:25])C)CC)(C)C.CN(C(ON1N=N[C:36]2[CH:37]=[CH:38][CH:39]=[N:40][C:35]1=2)=[N+](C)C)C.[F:43][P-](F)(F)(F)(F)F.C([O:53][CH2:54][CH3:55])(=O)C, predict the reaction product. The product is: [F:14][C:13]([F:16])([F:15])[C@:3]([O:2][CH3:1])([C:4]1[CH:5]=[CH:6][CH:7]=[CH:8][CH:9]=1)[C:10]([NH:40][C@@H:35]1[C:36]2[C:37](=[CH:38][CH:39]=[C:23]([F:43])[CH:25]=2)[CH2:55][C@@H:54]1[OH:53])=[O:12]. (2) The product is: [CH2:8]([O:7][C:3](=[O:6])[CH2:4][O:5][C:11]1[N:16]=[CH:15][CH:14]=[CH:13][N:12]=1)[CH3:9]. Given the reactants [H-].[Na+].[C:3]([O:7][CH2:8][CH3:9])(=[O:6])[CH2:4][OH:5].Br[C:11]1[N:16]=[CH:15][CH:14]=[CH:13][N:12]=1, predict the reaction product. (3) Given the reactants [C:1]([C:3]1[CH:10]=[CH:9][CH:8]=[CH:7][C:4]=1[CH:5]=[O:6])#[CH:2].[CH2:11]([N:18]=[N+:19]=[N-:20])[C:12]1[CH:17]=[CH:16][CH:15]=[CH:14][CH:13]=1, predict the reaction product. The product is: [CH2:11]([N:18]1[CH:2]=[C:1]([C:3]2[CH:10]=[CH:9][CH:8]=[CH:7][C:4]=2[CH:5]=[O:6])[N:20]=[N:19]1)[C:12]1[CH:17]=[CH:16][CH:15]=[CH:14][CH:13]=1.[CH2:11]([N:18]1[C:1]([C:3]2[CH:10]=[CH:9][CH:8]=[CH:7][C:4]=2[CH:5]=[O:6])=[CH:2][N:20]=[N:19]1)[C:12]1[CH:17]=[CH:16][CH:15]=[CH:14][CH:13]=1.